Dataset: Reaction yield outcomes from USPTO patents with 853,638 reactions. Task: Predict the reaction yield, written as a fraction of the theoretical maximum amount of product (1.0 means a 100% yield; for example, 0.34 means a 34% yield). The catalyst is C(Cl)Cl. The product is [Cl:1][C:2]1[CH:19]=[C:18]([Cl:20])[CH:17]=[CH:16][C:3]=1[O:4][CH:5]1[CH2:8][NH:7][CH2:6]1. The reactants are [Cl:1][C:2]1[CH:19]=[C:18]([Cl:20])[CH:17]=[CH:16][C:3]=1[O:4][CH:5]1[CH2:8][N:7](C(OC(C)(C)C)=O)[CH2:6]1.FC(F)(F)C(O)=O. The yield is 1.00.